From a dataset of Reaction yield outcomes from USPTO patents with 853,638 reactions. Predict the reaction yield, written as a fraction of the theoretical maximum amount of product (1.0 means a 100% yield; for example, 0.34 means a 34% yield). (1) The reactants are N([O-])=O.[Na+].N[C:6]1[CH:15]=[C:14]2[C:9]([CH2:10][CH2:11][C:12](=[O:16])[NH:13]2)=[CH:8][CH:7]=1.[ClH:17].[S:18](=[O:20])=[O:19]. The catalyst is O.[Cu]Cl.C(O)(=O)C. The product is [O:16]=[C:12]1[CH2:11][CH2:10][C:9]2[C:14](=[CH:15][C:6]([S:18]([Cl:17])(=[O:20])=[O:19])=[CH:7][CH:8]=2)[NH:13]1. The yield is 0.450. (2) The reactants are [CH3:1][O:2][CH2:3][C:4]1[CH:5]=[C:6]([C:10]2[O:14][CH:13]=[N:12][C:11]=2[C:15](OC)=[O:16])[CH:7]=[CH:8][CH:9]=1.[BH4-].[Li+]. The catalyst is C1COCC1. The product is [CH3:1][O:2][CH2:3][C:4]1[CH:5]=[C:6]([C:10]2[O:14][CH:13]=[N:12][C:11]=2[CH2:15][OH:16])[CH:7]=[CH:8][CH:9]=1. The yield is 0.830. (3) The reactants are [NH2:1][C:2]1[N:6]([C:7]([C:9]2[CH:14]=[CH:13][CH:12]=[CH:11][C:10]=2[CH3:15])=[O:8])[N:5]=[C:4]([NH:16][C:17]2[CH:22]=[CH:21][CH:20]=[C:19]([OH:23])[CH:18]=2)[N:3]=1.C([O-])([O-])=O.[K+].[K+].Br[CH2:31][C:32]#[N:33]. The catalyst is CC(=O)CC. The product is [NH2:1][C:2]1[N:6]([C:7]([C:9]2[CH:14]=[CH:13][CH:12]=[CH:11][C:10]=2[CH3:15])=[O:8])[N:5]=[C:4]([NH:16][C:17]2[CH:22]=[CH:21][CH:20]=[C:19]([O:23][CH2:31][C:32]#[N:33])[CH:18]=2)[N:3]=1. The yield is 0.350. (4) The reactants are [CH2:1]([N:3]1[C:7]([C:8]2[CH:9]=[C:10]([C:13]([O:15][CH3:16])=[O:14])[S:11][CH:12]=2)=[CH:6][CH:5]=[N:4]1)[CH3:2].C1C(=O)N([Br:24])C(=O)C1. The catalyst is C1COCC1. The product is [Br:24][C:6]1[CH:5]=[N:4][N:3]([CH2:1][CH3:2])[C:7]=1[C:8]1[CH:9]=[C:10]([C:13]([O:15][CH3:16])=[O:14])[S:11][CH:12]=1. The yield is 0.780. (5) The reactants are [Br:1][C:2]1[CH:7]=[C:6]([F:8])[C:5]([N+:9]([O-])=O)=[C:4]([Br:12])[C:3]=1[O:13][CH3:14].Cl.Cl[Sn]Cl.O. The catalyst is C(O)C. The product is [Br:12][C:4]1[C:3]([O:13][CH3:14])=[C:2]([Br:1])[CH:7]=[C:6]([F:8])[C:5]=1[NH2:9]. The yield is 1.00. (6) The reactants are [NH:1]1[CH:5]=[CH:4][C:3]([C:6]2[CH:11]=[CH:10][CH:9]=[CH:8][C:7]=2[OH:12])=[N:2]1.C([O-])([O-])=O.[K+].[K+].Br[CH2:20][C:21]([O:23][CH2:24][CH3:25])=[O:22]. The catalyst is CC#N.O. The product is [NH:1]1[CH:5]=[CH:4][C:3]([C:6]2[CH:11]=[CH:10][CH:9]=[CH:8][C:7]=2[O:12][CH2:20][C:21]([O:23][CH2:24][CH3:25])=[O:22])=[N:2]1. The yield is 0.210.